This data is from TCR-epitope binding with 47,182 pairs between 192 epitopes and 23,139 TCRs. The task is: Binary Classification. Given a T-cell receptor sequence (or CDR3 region) and an epitope sequence, predict whether binding occurs between them. (1) The epitope is IVTDFSVIK. The TCR CDR3 sequence is CATEASNTGELFF. Result: 1 (the TCR binds to the epitope). (2) The epitope is AVFDRKSDAK. The TCR CDR3 sequence is CASSQGPGTVHEKLFF. Result: 1 (the TCR binds to the epitope). (3) The epitope is TSDLATNNLVVMAY. The TCR CDR3 sequence is CASSWDFYEQYF. Result: 0 (the TCR does not bind to the epitope). (4) The epitope is KLWAQCVQL. The TCR CDR3 sequence is CASSFSLDRDAKAFF. Result: 1 (the TCR binds to the epitope).